Dataset: Full USPTO retrosynthesis dataset with 1.9M reactions from patents (1976-2016). Task: Predict the reactants needed to synthesize the given product. Given the product [CH3:17][O:18][C:19]1[CH:29]=[CH:28][C:22]([O:23][CH2:24][CH2:25][CH2:26][NH:27][CH2:12][C:11]2[CH:14]=[CH:15][CH:16]=[C:9]([O:8][Si:1]([C:4]([CH3:7])([CH3:6])[CH3:5])([CH3:3])[CH3:2])[CH:10]=2)=[CH:21][CH:20]=1, predict the reactants needed to synthesize it. The reactants are: [Si:1]([O:8][C:9]1[CH:10]=[C:11]([CH:14]=[CH:15][CH:16]=1)[CH:12]=O)([C:4]([CH3:7])([CH3:6])[CH3:5])([CH3:3])[CH3:2].[CH3:17][O:18][C:19]1[CH:29]=[CH:28][C:22]([O:23][CH2:24][CH2:25][CH2:26][NH2:27])=[CH:21][CH:20]=1.C(O[BH-](OC(=O)C)OC(=O)C)(=O)C.[Na+].C(O)(=O)C.C(=O)([O-])O.[Na+].